This data is from NCI-60 drug combinations with 297,098 pairs across 59 cell lines. The task is: Regression. Given two drug SMILES strings and cell line genomic features, predict the synergy score measuring deviation from expected non-interaction effect. Drug 1: CS(=O)(=O)OCCCCOS(=O)(=O)C. Drug 2: C1CC(=O)NC(=O)C1N2C(=O)C3=CC=CC=C3C2=O. Cell line: SK-MEL-28. Synergy scores: CSS=3.58, Synergy_ZIP=0.535, Synergy_Bliss=1.02, Synergy_Loewe=4.00, Synergy_HSA=1.76.